The task is: Predict the reaction yield, written as a fraction of the theoretical maximum amount of product (1.0 means a 100% yield; for example, 0.34 means a 34% yield).. This data is from Reaction yield outcomes from USPTO patents with 853,638 reactions. (1) The reactants are [BH4-].[Na+].[O:3]=[C:4]1[CH2:18][C@@H:7]2[CH2:8][N:9]([C:11]([O:13][C:14]([CH3:17])([CH3:16])[CH3:15])=[O:12])[CH2:10][C@@H:6]2[CH2:5]1. The catalyst is CO. The product is [OH:3][CH:4]1[CH2:18][C@@H:7]2[CH2:8][N:9]([C:11]([O:13][C:14]([CH3:16])([CH3:15])[CH3:17])=[O:12])[CH2:10][C@@H:6]2[CH2:5]1. The yield is 0.980. (2) The reactants are [C:1]1([CH:11]=O)[C:10]2[C:5](=[CH:6][CH:7]=[CH:8][CH:9]=2)[CH:4]=[CH:3][CH:2]=1.[CH2:13]([O:15][CH:16]([O:19][CH2:20][CH3:21])[CH2:17][NH2:18])[CH3:14].C(O[BH-](OC(=O)C)OC(=O)C)(=O)C.[Na+]. The catalyst is O1CCCC1.C(OCC)(=O)C. The yield is 0.460. The product is [CH2:13]([O:15][CH:16]([O:19][CH2:20][CH3:21])[CH2:17][NH:18][CH2:11][C:1]1[C:10]2[C:5](=[CH:6][CH:7]=[CH:8][CH:9]=2)[CH:4]=[CH:3][CH:2]=1)[CH3:14].